From a dataset of Reaction yield outcomes from USPTO patents with 853,638 reactions. Predict the reaction yield, written as a fraction of the theoretical maximum amount of product (1.0 means a 100% yield; for example, 0.34 means a 34% yield). (1) The reactants are Br[C:2]1[C:7](=[O:8])[CH:6]=[CH:5][N:4]([C:9]2[CH:14]=[CH:13][CH:12]=[C:11]([C:15]([F:18])([F:17])[F:16])[CH:10]=2)[N:3]=1.[C:19]1([C:25]2[C:29](B(O)O)=[CH:28][N:27]([C:33]([C:46]3[CH:51]=[CH:50][CH:49]=[CH:48][CH:47]=3)([C:40]3[CH:45]=[CH:44][CH:43]=[CH:42][CH:41]=3)[C:34]3[CH:39]=[CH:38][CH:37]=[CH:36][CH:35]=3)[N:26]=2)[CH:24]=[CH:23][CH:22]=[CH:21][CH:20]=1.C([O-])([O-])=O.[Na+].[Na+].COCCOC. The catalyst is C1C=CC([P]([Pd]([P](C2C=CC=CC=2)(C2C=CC=CC=2)C2C=CC=CC=2)([P](C2C=CC=CC=2)(C2C=CC=CC=2)C2C=CC=CC=2)[P](C2C=CC=CC=2)(C2C=CC=CC=2)C2C=CC=CC=2)(C2C=CC=CC=2)C2C=CC=CC=2)=CC=1.O. The product is [C:19]1([C:25]2[C:29]([C:2]3[C:7](=[O:8])[CH:6]=[CH:5][N:4]([C:9]4[CH:14]=[CH:13][CH:12]=[C:11]([C:15]([F:18])([F:17])[F:16])[CH:10]=4)[N:3]=3)=[CH:28][N:27]([C:33]([C:46]3[CH:51]=[CH:50][CH:49]=[CH:48][CH:47]=3)([C:40]3[CH:41]=[CH:42][CH:43]=[CH:44][CH:45]=3)[C:34]3[CH:39]=[CH:38][CH:37]=[CH:36][CH:35]=3)[N:26]=2)[CH:24]=[CH:23][CH:22]=[CH:21][CH:20]=1. The yield is 0.670. (2) The reactants are [CH2:1]([O:3][CH2:4][CH2:5][CH2:6][NH:7][C:8]1[CH:13]=[CH:12][C:11]([N+:14]([O-])=O)=[CH:10][C:9]=1[F:17])[CH3:2]. The catalyst is CO.[Pd]. The product is [CH2:1]([O:3][CH2:4][CH2:5][CH2:6][NH:7][C:8]1[CH:13]=[CH:12][C:11]([NH2:14])=[CH:10][C:9]=1[F:17])[CH3:2]. The yield is 0.720. (3) The reactants are [C:1]([NH:4][C:5]1[CH:10]=[C:9]([C:11]2[S:15][C:14]([C:16]([OH:18])=O)=[C:13]([CH2:19][C:20]3[CH:25]=[CH:24][C:23]([Cl:26])=[CH:22][CH:21]=3)[C:12]=2[C:27]#[N:28])[CH:8]=[CH:7][N:6]=1)(=[O:3])[CH3:2].Cl.C[N:31](C)CCCN=C=NCC.O.ON1C2C=CC=CC=2N=N1.[OH-].[NH4+]. The catalyst is ClCCl. The product is [C:1]([NH:4][C:5]1[CH:10]=[C:9]([C:11]2[S:15][C:14]([C:16]([NH2:31])=[O:18])=[C:13]([CH2:19][C:20]3[CH:21]=[CH:22][C:23]([Cl:26])=[CH:24][CH:25]=3)[C:12]=2[C:27]#[N:28])[CH:8]=[CH:7][N:6]=1)(=[O:3])[CH3:2]. The yield is 0.420.